This data is from Reaction yield outcomes from USPTO patents with 853,638 reactions. The task is: Predict the reaction yield, written as a fraction of the theoretical maximum amount of product (1.0 means a 100% yield; for example, 0.34 means a 34% yield). (1) The reactants are [F:1][C:2]1[CH:9]=[CH:8][C:5](C=O)=[C:4]([C:10]#[C:11][C:12]2[CH:17]=[CH:16][C:15]([S:18]([CH3:21])(=[O:20])=[O:19])=[CH:14][CH:13]=2)[CH:3]=1.C(O[C:25](=O)[CH2:26][CH2:27]C=O)C.[C:31]([O:34][CH2:35][CH3:36])(=[O:33])[CH3:32].[O:37]1CCOCC1. The catalyst is CCCCCC.[Au](Br)(Br)Br. The product is [CH2:35]([O:34][C:31](=[O:33])[CH2:32][C:26]1[CH:27]=[C:10]([C:11](=[O:37])[C:12]2[CH:13]=[CH:14][C:15]([S:18]([CH3:21])(=[O:19])=[O:20])=[CH:16][CH:17]=2)[C:4]2[C:5](=[CH:8][CH:9]=[C:2]([F:1])[CH:3]=2)[CH:25]=1)[CH3:36]. The yield is 0.260. (2) The reactants are [Br:1][C:2]1[CH:15]=[CH:14][C:5]([C:6]([NH:8][CH2:9][Si:10]([CH3:13])([CH3:12])[CH3:11])=O)=[CH:4][C:3]=1[Cl:16].COC1C=CC(P2(SP(C3C=CC(OC)=CC=3)(=S)S2)=[S:26])=CC=1. The product is [Br:1][C:2]1[CH:15]=[CH:14][C:5]([C:6]([NH:8][CH2:9][Si:10]([CH3:13])([CH3:12])[CH3:11])=[S:26])=[CH:4][C:3]=1[Cl:16]. The catalyst is C1(C)C=CC=CC=1. The yield is 0.880. (3) The product is [OH:1][CH2:5][CH:4]1[CH2:16][C@@H:17]2[CH2:18][N:19]([C:21]([O:23][C:24]([CH3:27])([CH3:26])[CH3:25])=[O:22])[CH2:20][C@@H:2]2[CH2:3]1. The yield is 0.950. The reactants are [O:1]1[CH2:5][CH2:4][CH2:3][CH2:2]1.B.CC(=C(C)C)C.C=C1C[C@@H:17]2[CH2:18][N:19]([C:21]([O:23][C:24]([CH3:27])([CH3:26])[CH3:25])=[O:22])[CH2:20][C@@H:16]2C1.[OH-].[Na+].OO. The catalyst is O1CCCC1. (4) The yield is 0.510. The catalyst is ClCCl. The product is [Cl:1][C:2]1[CH:7]=[C:6]([N:8]=[C:18]=[S:19])[CH:5]=[CH:4][C:3]=1[C:9]1[CH:14]=[CH:13][C:12]([S:15][CH3:16])=[CH:11][C:10]=1[F:17]. The reactants are [Cl:1][C:2]1[CH:7]=[C:6]([NH2:8])[CH:5]=[CH:4][C:3]=1[C:9]1[CH:14]=[CH:13][C:12]([S:15][CH3:16])=[CH:11][C:10]=1[F:17].[C:18](N1C=CN=C1)(N1C=CN=C1)=[S:19]. (5) The reactants are [Cl:1][C:2]1[CH:3]=[C:4](/[CH:8]=[CH:9]/[C:10]([N:12]2[CH2:17][CH2:16][N:15]([C:18]3[C:19]([C:24]#[N:25])=[N:20][CH:21]=[CH:22][N:23]=3)[CH2:14][CH:13]2[CH2:26]O)=[O:11])[CH:5]=[CH:6][CH:7]=1.CCN(S(F)(F)[F:34])CC. The catalyst is ClCCl. The product is [Cl:1][C:2]1[CH:3]=[C:4](/[CH:8]=[CH:9]/[C:10]([N:12]2[CH2:17][CH2:16][N:15]([C:18]3[C:19]([C:24]#[N:25])=[N:20][CH:21]=[CH:22][N:23]=3)[CH2:14][CH:13]2[CH2:26][F:34])=[O:11])[CH:5]=[CH:6][CH:7]=1. The yield is 0.170. (6) The reactants are [OH:1][C:2]1[CH:11]=[C:10]2[C:5]([C:6]([CH3:21])=[C:7]([C:13]3[CH:18]=[CH:17][C:16]([O:19][CH3:20])=[CH:15][CH:14]=3)[C:8](=[O:12])[O:9]2)=[CH:4][CH:3]=1.[I-].[N:23]1([C:33](N2C=C[N+](C)=C2)=[O:34])[C:32]2[C:27](=[CH:28][CH:29]=[CH:30][CH:31]=2)[CH2:26][CH2:25][CH2:24]1. No catalyst specified. The product is [CH3:20][O:19][C:16]1[CH:17]=[CH:18][C:13]([C:7]2[C:8](=[O:12])[O:9][C:10]3[C:5]([C:6]=2[CH3:21])=[CH:4][CH:3]=[C:2]([O:1][C:33]([N:23]2[C:32]4[C:27](=[CH:28][CH:29]=[CH:30][CH:31]=4)[CH2:26][CH2:25][CH2:24]2)=[O:34])[CH:11]=3)=[CH:14][CH:15]=1. The yield is 0.590.